Dataset: Reaction yield outcomes from USPTO patents with 853,638 reactions. Task: Predict the reaction yield, written as a fraction of the theoretical maximum amount of product (1.0 means a 100% yield; for example, 0.34 means a 34% yield). (1) The yield is 0.420. The catalyst is C(Cl)Cl.CN(C)C=O.O1CCCC1.O. The product is [Cl:1][C:2]1[CH:3]=[C:4]([C@@H:12]([CH2:16][CH:17]2[CH2:21][CH2:20][CH2:19][CH2:18]2)[C:13]([NH:40][C:37]2[CH:36]=[N:35][C:34]([C:29]3[O:28][CH2:33][CH2:32][CH2:31][CH:30]=3)=[CH:39][N:38]=2)=[O:15])[CH:5]=[CH:6][C:7]=1[S:8]([CH3:11])(=[O:9])=[O:10]. The reactants are [Cl:1][C:2]1[CH:3]=[C:4]([C@@H:12]([CH2:16][CH:17]2[CH2:21][CH2:20][CH2:19][CH2:18]2)[C:13]([OH:15])=O)[CH:5]=[CH:6][C:7]=1[S:8]([CH3:11])(=[O:10])=[O:9].C(Cl)(=O)C(Cl)=O.[O:28]1[CH2:33][CH2:32][CH2:31][CH:30]=[C:29]1[C:34]1[N:35]=[CH:36][C:37]([NH2:40])=[N:38][CH:39]=1.N1C(C)=CC=CC=1C. (2) The reactants are [CH3:1][S:2]([OH:5])(=[O:4])=[O:3].[Cl:6][C:7]1[N:11]2[CH:12]=[CH:13][CH:14]=[CH:15][C:10]2=[N:9][C:8]=1[CH2:16][O:17][C:18]1[CH:23]=[CH:22][C:21]([C:24]2[C:25](=[O:39])[C:26]([CH3:38])([CH3:37])[O:27][C:28]=2[C:29]2[CH:34]=[CH:33][C:32]([O:35][CH3:36])=[CH:31][CH:30]=2)=[CH:20][CH:19]=1. The catalyst is C(Cl)Cl.C(OCC)C. The product is [CH3:1][S:2]([OH:5])(=[O:4])=[O:3].[Cl:6][C:7]1[N:11]2[CH:12]=[CH:13][CH:14]=[CH:15][C:10]2=[N:9][C:8]=1[CH2:16][O:17][C:18]1[CH:19]=[CH:20][C:21]([C:24]2[C:25](=[O:39])[C:26]([CH3:37])([CH3:38])[O:27][C:28]=2[C:29]2[CH:34]=[CH:33][C:32]([O:35][CH3:36])=[CH:31][CH:30]=2)=[CH:22][CH:23]=1. The yield is 0.860. (3) No catalyst specified. The reactants are [F:1][C:2]1[CH:6]=[N:5][N:4]([CH3:7])[C:3]=1[C:8]1[CH:9]=[C:10]([NH2:16])[CH:11]=[CH:12][C:13]=1[O:14][CH3:15].[F:17][C:18]1[CH:19]=[C:20]([N:24]=[C:25]=[O:26])[CH:21]=[CH:22][CH:23]=1. The yield is 0.550. The product is [F:1][C:2]1[CH:6]=[N:5][N:4]([CH3:7])[C:3]=1[C:8]1[CH:9]=[C:10]([NH:16][C:25]([NH:24][C:20]2[CH:21]=[CH:22][CH:23]=[C:18]([F:17])[CH:19]=2)=[O:26])[CH:11]=[CH:12][C:13]=1[O:14][CH3:15].